This data is from Reaction yield outcomes from USPTO patents with 853,638 reactions. The task is: Predict the reaction yield, written as a fraction of the theoretical maximum amount of product (1.0 means a 100% yield; for example, 0.34 means a 34% yield). (1) The yield is 1.10. The catalyst is C(OCC)(=O)C.CCCCCC. The product is [CH2:1]([O:4][CH2:5][C:6]1[C:14]([O:15][CH3:16])=[CH:13][CH:12]=[CH:11][C:7]=1[C:8]([O:10][C:23]1[C:22]([F:25])=[C:21]([F:26])[C:20]([F:27])=[C:19]([F:28])[C:18]=1[F:17])=[O:9])[CH:2]=[CH2:3]. The reactants are [CH2:1]([O:4][CH2:5][C:6]1[C:14]([O:15][CH3:16])=[CH:13][CH:12]=[CH:11][C:7]=1[C:8]([OH:10])=[O:9])[CH:2]=[CH2:3].[F:17][C:18]1[C:23](O)=[C:22]([F:25])[C:21]([F:26])=[C:20]([F:27])[C:19]=1[F:28].C1CCC(N=C=NC2CCCCC2)CC1.II. (2) The reactants are [CH3:1][O:2][C:3]1[C:4]([O:18][CH2:19][CH2:20][CH2:21][N:22]2[CH2:26][CH2:25][CH2:24][CH2:23]2)=[CH:5][C:6]([N+:15]([O-])=O)=[C:7]([C:9]2([C:13]#[N:14])[CH2:12][CH2:11][CH2:10]2)[CH:8]=1. The catalyst is C(O)(=O)C.[Pd]. The product is [CH3:1][O:2][C:3]1[CH:8]=[C:7]2[C:6](=[CH:5][C:4]=1[O:18][CH2:19][CH2:20][CH2:21][N:22]1[CH2:26][CH2:25][CH2:24][CH2:23]1)[N:15]=[C:13]([NH2:14])[C:9]12[CH2:12][CH2:11][CH2:10]1. The yield is 0.280. (3) The reactants are [N+:1]([C:4]1[CH:17]=[CH:16][C:7]([O:8][CH2:9][C:10]2[CH:15]=[CH:14][CH:13]=[CH:12][N:11]=2)=[CH:6][CH:5]=1)([O-])=O.[NH4+].[Cl-]. The catalyst is C(O)C.O.[Fe]. The product is [NH2:1][C:4]1[CH:17]=[CH:16][C:7]([O:8][CH2:9][C:10]2[CH:15]=[CH:14][CH:13]=[CH:12][N:11]=2)=[CH:6][CH:5]=1. The yield is 0.860. (4) The product is [O:1]=[S:2]1(=[O:27])[CH2:3][CH2:4][CH:5]([O:8][C:9]2[CH:14]=[C:13]([CH3:15])[C:12]([C:16]3[CH:21]=[CH:20][CH:19]=[C:18]([CH2:22][OH:23])[CH:17]=3)=[C:11]([CH3:26])[CH:10]=2)[CH2:6][CH2:7]1. The reactants are [O:1]=[S:2]1(=[O:27])[CH2:7][CH2:6][CH:5]([O:8][C:9]2[CH:14]=[C:13]([CH3:15])[C:12]([C:16]3[CH:21]=[CH:20][CH:19]=[C:18]([C:22](OC)=[O:23])[CH:17]=3)=[C:11]([CH3:26])[CH:10]=2)[CH2:4][CH2:3]1.[H-].[Al+3].[Li+].[H-].[H-].[H-].O.O.O.O.O.O.O.O.O.O.[O-]S([O-])(=O)=O.[Na+].[Na+]. The yield is 0.930. The catalyst is O1CCCC1. (5) The reactants are [C:1](#[N:10])[C:2]1[C:3](=[CH:6][CH:7]=[CH:8][CH:9]=1)[C:4]#[N:5].[NH2:11][OH:12].CC[OH:15]. No catalyst specified. The product is [C:1]1(=[N:10][OH:15])[C:2]2[C:3](=[CH:6][CH:7]=[CH:8][CH:9]=2)[C:4](=[N:11][OH:12])[NH:5]1. The yield is 0.854. (6) The reactants are [Cl:1][C:2]1[C:11]2[C:6](=[CH:7][CH:8]=[CH:9][CH:10]=2)[C:5]([OH:12])=[CH:4][N:3]=1.C([O-])([O-])=O.[K+].[K+].[CH2:19](I)[CH3:20]. The catalyst is C(#N)C. The product is [Cl:1][C:2]1[C:11]2[C:6](=[CH:7][CH:8]=[CH:9][CH:10]=2)[C:5]([O:12][CH2:19][CH3:20])=[CH:4][N:3]=1. The yield is 0.620. (7) The reactants are [CH3:1][C:2]([CH3:63])([CH2:10][C:11]([O:13][C@H:14]1[CH2:31][CH2:30][C@@:29]2([CH3:32])[C@@H:16]([CH2:17][CH2:18][C@:19]3([CH3:60])[C@@H:28]2[CH2:27][CH2:26][C@H:25]2[C@@:20]3([CH3:59])[CH2:21][CH2:22][C@@:23]3([C@@H:40]([OH:58])[CH2:41][N:42](C(OC(C)(C)C)=O)[CH2:43][C:44]4[CH:49]=[CH:48][C:47]([Cl:50])=[CH:46][CH:45]=4)[CH2:35][C:34](=[O:36])[C:33]([CH:37]([CH3:39])[CH3:38])=[C:24]32)[C:15]1([CH3:62])[CH3:61])=[O:12])[C:3]([O:5]C(C)(C)C)=[O:4].C(O)(C(F)(F)F)=O. The catalyst is C(Cl)Cl. The product is [Cl:50][C:47]1[CH:46]=[CH:45][C:44]([CH2:43][NH:42][CH2:41][C@@H:40]([C@:23]23[CH2:35][C:34](=[O:36])[C:33]([CH:37]([CH3:38])[CH3:39])=[C:24]2[C@@H:25]2[C@@:20]([CH3:59])([CH2:21][CH2:22]3)[C@@:19]3([CH3:60])[C@@H:28]([C@:29]4([CH3:32])[C@@H:16]([CH2:17][CH2:18]3)[C:15]([CH3:61])([CH3:62])[C@@H:14]([O:13][C:11](=[O:12])[CH2:10][C:2]([CH3:1])([CH3:63])[C:3]([OH:5])=[O:4])[CH2:31][CH2:30]4)[CH2:27][CH2:26]2)[OH:58])=[CH:49][CH:48]=1. The yield is 0.404. (8) The reactants are [NH:1]1[CH:5]=[CH:4][N:3]=[CH:2]1.[H-].[Na+].[C:8]([O:12][C:13]([NH:15][CH2:16][CH2:17]OS(C1C=CC(C)=CC=1)(=O)=O)=[O:14])([CH3:11])([CH3:10])[CH3:9]. The catalyst is CN(C=O)C. The product is [C:8]([O:12][C:13](=[O:14])[NH:15][CH2:16][CH2:17][N:1]1[CH:5]=[CH:4][N:3]=[CH:2]1)([CH3:11])([CH3:10])[CH3:9]. The yield is 0.290. (9) The reactants are [CH:1]1([CH:7]2[CH2:12][NH:11][CH2:10][C:9](=[O:13])[N:8]2[C:14]2[CH:18]=[C:17]([C:19]3[CH:24]=[CH:23][CH:22]=[CH:21][CH:20]=3)[S:16][C:15]=2[C:25]([OH:27])=[O:26])[CH2:6][CH2:5][CH2:4][CH2:3][CH2:2]1.[Cl:28][C:29]1[N:34]=[CH:33][C:32]([S:35](Cl)(=[O:37])=[O:36])=[CH:31][CH:30]=1.[OH-].[Na+].Cl. The catalyst is CC#N.CCOC(C)=O. The product is [Cl:28][C:29]1[N:34]=[CH:33][C:32]([S:35]([N:11]2[CH2:10][C:9](=[O:13])[N:8]([C:14]3[CH:18]=[C:17]([C:19]4[CH:20]=[CH:21][CH:22]=[CH:23][CH:24]=4)[S:16][C:15]=3[C:25]([OH:27])=[O:26])[C@H:7]([CH:1]3[CH2:2][CH2:3][CH2:4][CH2:5][CH2:6]3)[CH2:12]2)(=[O:37])=[O:36])=[CH:31][CH:30]=1. The yield is 0.940. (10) The reactants are C([Li])CCC.Br[C:7]1[CH:12]=[CH:11][CH:10]=[C:9]([Br:13])[N:8]=1.[CH3:14][N:15]1[CH2:20][CH2:19][CH:18]([C:21](N2CCCC2)=[O:22])[CH2:17][CH2:16]1. The catalyst is CC(OC)(C)C. The product is [Br:13][C:9]1[CH:10]=[CH:11][CH:12]=[C:7]([C:21]([CH:18]2[CH2:19][CH2:20][N:15]([CH3:14])[CH2:16][CH2:17]2)=[O:22])[N:8]=1. The yield is 0.850.